From a dataset of Reaction yield outcomes from USPTO patents with 853,638 reactions. Predict the reaction yield, written as a fraction of the theoretical maximum amount of product (1.0 means a 100% yield; for example, 0.34 means a 34% yield). (1) The reactants are Cl[C:2]1[C:3]([N:39]2[CH2:44][C@@H:43]([NH:45][C:46]([O:48][C:49]([CH3:52])([CH3:51])[CH3:50])=[O:47])[CH2:42][C@@H:41]([NH:53][C:54]([O:56][C:57]([CH3:60])([CH3:59])[CH3:58])=[O:55])[CH2:40]2)=[N:4][C:5]([N:17]2[CH2:22][C@@H:21]([NH:23][C:24]([O:26][C:27]([CH3:30])([CH3:29])[CH3:28])=[O:25])[CH2:20][C@@H:19]([NH:31][C:32]([O:34][C:35]([CH3:38])([CH3:37])[CH3:36])=[O:33])[CH2:18]2)=[C:6](Cl)[C:7]=1[NH:8][C:9]1[CH:14]=[CH:13][C:12]([NH2:15])=[CH:11][CH:10]=1.C([O-])=O.[NH4+]. The catalyst is CO.[Pd]. The product is [C:57]([O:56][C:54]([NH:53][C@@H:41]1[CH2:42][C@H:43]([NH:45][C:46]([O:48][C:49]([CH3:52])([CH3:51])[CH3:50])=[O:47])[CH2:44][N:39]([C:3]2[CH:2]=[C:7]([NH:8][C:9]3[CH:14]=[CH:13][C:12]([NH2:15])=[CH:11][CH:10]=3)[CH:6]=[C:5]([N:17]3[CH2:22][C@@H:21]([NH:23][C:24]([O:26][C:27]([CH3:30])([CH3:29])[CH3:28])=[O:25])[CH2:20][C@@H:19]([NH:31][C:32]([O:34][C:35]([CH3:38])([CH3:37])[CH3:36])=[O:33])[CH2:18]3)[N:4]=2)[CH2:40]1)=[O:55])([CH3:58])([CH3:59])[CH3:60]. The yield is 0.423. (2) The reactants are [CH:1]1([C:5]2[C:13]([C:14]3[NH:18][CH:17]=[N:16][N:15]=3)=[CH:12][C:8]([C:9]([OH:11])=O)=[C:7]([CH3:19])[CH:6]=2)[CH2:4][CH2:3][CH2:2]1.Cl.[NH:21]1[CH2:26][CH2:25][CH:24]([C:27]2[CH:34]=[CH:33][C:30]([C:31]#[N:32])=[CH:29][CH:28]=2)[CH2:23][CH2:22]1.O.ON1C2C=CC=CC=2N=N1.Cl.C(N=C=NCCCN(C)C)C.CCN(C(C)C)C(C)C. The catalyst is C(OCC)(=O)C.CN(C=O)C. The product is [CH:1]1([C:5]2[C:13]([C:14]3[NH:18][CH:17]=[N:16][N:15]=3)=[CH:12][C:8]([C:9]([N:21]3[CH2:26][CH2:25][CH:24]([C:27]4[CH:34]=[CH:33][C:30]([C:31]#[N:32])=[CH:29][CH:28]=4)[CH2:23][CH2:22]3)=[O:11])=[C:7]([CH3:19])[CH:6]=2)[CH2:2][CH2:3][CH2:4]1. The yield is 0.460. (3) The reactants are [OH-:1].[Na+].C[O:4][C:5](=[O:51])[C@H:6]([O:20][C:21]1[C:26]([Br:27])=[CH:25][C:24]([C:28]2[CH:33]=[CH:32][C:31]([C:34]3[C:35]4[CH:49]=[CH:48][CH:47]=[CH:46][C:36]=4[S:37][C:38]=3[CH2:39][C:40]3[CH:45]=[CH:44][CH:43]=[CH:42][CH:41]=3)=[CH:30][CH:29]=2)=[CH:23][C:22]=1[Br:50])[CH2:7][CH2:8][N:9]1[C:17](=[O:18])[C:16]2[C:11](=[CH:12][CH:13]=[CH:14][CH:15]=2)[C:10]1=[O:19].CO.Cl. The catalyst is O.O1CCCC1. The product is [CH2:39]([C:38]1[S:37][C:36]2[CH:46]=[CH:47][CH:48]=[CH:49][C:35]=2[C:34]=1[C:31]1[CH:32]=[CH:33][C:28]([C:24]2[CH:23]=[C:22]([Br:50])[C:21]([O:20][C@@H:6]([C:5]([OH:4])=[O:51])[CH2:7][CH2:8][NH:9][C:10](=[O:19])[C:11]3[C:16](=[CH:15][CH:14]=[CH:13][CH:12]=3)[C:17]([OH:1])=[O:18])=[C:26]([Br:27])[CH:25]=2)=[CH:29][CH:30]=1)[C:40]1[CH:41]=[CH:42][CH:43]=[CH:44][CH:45]=1. The yield is 0.740. (4) The catalyst is C(O)C.O. The product is [CH3:26][O:25][C:22]1[CH:21]=[C:15]2[C:14]([CH2:13][N:11]([C:8]3[CH:9]=[C:10]4[C:5]([CH:4]=[CH:3][N:2]4[CH3:1])=[CH:6][CH:7]=3)[C:16]2=[O:17])=[CH:24][CH:23]=1. The yield is 0.330. The reactants are [CH3:1][N:2]1[C:10]2[C:5](=[CH:6][CH:7]=[C:8]([NH2:11])[CH:9]=2)[CH:4]=[CH:3]1.Br[CH2:13][C:14]1[CH:24]=[CH:23][C:22]([O:25][CH3:26])=[CH:21][C:15]=1[C:16](OCC)=[O:17].C(N(CC)C(C)C)(C)C.O[Li].O. (5) The reactants are Cl[C:2]1[CH:3]=[CH:4][C:5]([N+:9]([O-:11])=[O:10])=[C:6]([CH:8]=1)[NH2:7].[CH3:12][N:13]([CH3:15])[NH2:14].C(=O)([O-])[O-].[K+].[K+].O. The catalyst is CN(C)C(=O)C. The product is [CH3:12][N:13]([CH3:15])[NH:14][C:2]1[CH:3]=[CH:4][C:5]([N+:9]([O-:11])=[O:10])=[C:6]([NH2:7])[CH:8]=1. The yield is 0.470. (6) The reactants are Cl.[NH2:2][CH2:3][C:4]1[CH:12]=[CH:11][CH:10]=[C:9]2[C:5]=1[CH2:6][N:7]([CH:14]1[CH2:19][CH2:18][C:17](=[O:20])[NH:16][C:15]1=[O:21])[C:8]2=[O:13].[C:22](Cl)(=[O:31])[C:23]1[C:24]([O:29][CH3:30])=[CH:25][CH:26]=[CH:27][CH:28]=1.C(N(CC)CC)C. The catalyst is C1COCC1. The product is [O:21]=[C:15]1[CH:14]([N:7]2[CH2:6][C:5]3[C:9](=[CH:10][CH:11]=[CH:12][C:4]=3[CH2:3][NH:2][C:22](=[O:31])[C:23]3[CH:28]=[CH:27][CH:26]=[CH:25][C:24]=3[O:29][CH3:30])[C:8]2=[O:13])[CH2:19][CH2:18][C:17](=[O:20])[NH:16]1. The yield is 0.940.